This data is from Reaction yield outcomes from USPTO patents with 853,638 reactions. The task is: Predict the reaction yield, written as a fraction of the theoretical maximum amount of product (1.0 means a 100% yield; for example, 0.34 means a 34% yield). (1) No catalyst specified. The product is [ClH:23].[F:1][C:2]1[CH:3]=[C:4]([C:8]#[C:9][C:10]2[CH:15]=[N:14][CH:13]=[C:12]([CH3:16])[N:11]=2)[CH:5]=[CH:6][CH:7]=1. The yield is 0.600. The reactants are [F:1][C:2]1[CH:3]=[C:4]([C:8]#[C:9][C:10]2[CH:15]=[N:14][CH:13]=[C:12]([CH3:16])[N:11]=2)[CH:5]=[CH:6][CH:7]=1.C(OCC)C.C(Cl)[Cl:23]. (2) The reactants are C([O:8][NH:9][C:10]([C:12]1[CH:13]=[C:14]([NH:18][C:19](=[O:30])[C:20]2[CH:25]=[CH:24][CH:23]=[C:22]([C:26]([F:29])([F:28])[F:27])[CH:21]=2)[CH:15]=[CH:16][CH:17]=1)=[O:11])C1C=CC=CC=1. The catalyst is CO.[Pd]. The product is [OH:8][NH:9][C:10]([C:12]1[CH:13]=[C:14]([NH:18][C:19](=[O:30])[C:20]2[CH:25]=[CH:24][CH:23]=[C:22]([C:26]([F:27])([F:29])[F:28])[CH:21]=2)[CH:15]=[CH:16][CH:17]=1)=[O:11]. The yield is 0.410. (3) The reactants are [C:1]([C@H:5]1[CH2:10][CH2:9][C@H:8]([O:11][C:12]2[CH:13]=[C:14]3[C:19](=[CH:20][CH:21]=2)[CH:18]=[C:17]([C:22]([N+:30]([O-:32])=[O:31])([CH3:29])[CH2:23][CH2:24][C:25]([O:27][CH3:28])=[O:26])[CH:16]=[CH:15]3)[CH2:7][CH2:6]1)([CH3:4])([CH3:3])[CH3:2].C([C@H]1CC[C@H](OC2C=CC3C(=CC=C(C([N+]([O-])=O)C)C=3)C=2[C:59]([F:62])([F:61])[F:60])CC1)(C)(C)C. No catalyst specified. The product is [C:1]([C@H:5]1[CH2:6][CH2:7][C@H:8]([O:11][C:12]2[C:13]([C:59]([F:62])([F:61])[F:60])=[C:14]3[C:19](=[CH:20][CH:21]=2)[CH:18]=[C:17]([C:22]([N+:30]([O-:32])=[O:31])([CH3:29])[CH2:23][CH2:24][C:25]([O:27][CH3:28])=[O:26])[CH:16]=[CH:15]3)[CH2:9][CH2:10]1)([CH3:4])([CH3:2])[CH3:3]. The yield is 0.620. (4) The reactants are [Li]CCCC.[CH2:6]([O:13][C:14]1[CH:19]=[CH:18][CH:17]=[C:16](Br)[N:15]=1)[C:7]1[CH:12]=[CH:11][CH:10]=[CH:9][CH:8]=1.[CH:21](=[O:28])[C:22]1[CH:27]=[CH:26][CH:25]=[CH:24][CH:23]=1. The catalyst is C1COCC1. The product is [CH2:6]([O:13][C:14]1[N:15]=[C:16]([CH:21]([C:22]2[CH:27]=[CH:26][CH:25]=[CH:24][CH:23]=2)[OH:28])[CH:17]=[CH:18][CH:19]=1)[C:7]1[CH:12]=[CH:11][CH:10]=[CH:9][CH:8]=1. The yield is 0.900. (5) The reactants are [NH2:1][C:2]1[CH:7]=[CH:6][C:5]([C:8]2[N:13]=[C:12]([N:14]3[CH2:20][CH:19]4[O:21][CH:16]([CH2:17][CH2:18]4)[CH2:15]3)[N:11]=[C:10]([C:22]3[CH:27]=[CH:26][C:25]([NH:28][C:29]([NH:31][CH3:32])=[O:30])=[CH:24][CH:23]=3)[N:9]=2)=[CH:4][CH:3]=1.[C:33]([C:36]1[CH:37]=[C:38]([NH:42][C:43](=O)[O:44]C2C=CC=CC=2)[CH:39]=[CH:40][CH:41]=1)(=[O:35])[NH2:34]. No catalyst specified. The product is [CH3:32][NH:31][C:29]([NH:28][C:25]1[CH:26]=[CH:27][C:22]([C:10]2[N:11]=[C:12]([N:14]3[CH2:20][CH:19]4[O:21][CH:16]([CH2:17][CH2:18]4)[CH2:15]3)[N:13]=[C:8]([C:5]3[CH:4]=[CH:3][C:2]([NH:1][C:43]([NH:42][C:38]4[CH:37]=[C:36]([CH:41]=[CH:40][CH:39]=4)[C:33]([NH2:34])=[O:35])=[O:44])=[CH:7][CH:6]=3)[N:9]=2)=[CH:23][CH:24]=1)=[O:30]. The yield is 0.130. (6) The reactants are [CH3:1][O:2][CH:3]([O:19][CH3:20])[C@:4]1([CH3:18])[C@H:9]2[O:10][C@H:8]2[C:7]2[CH:11]=[C:12]([N+:15]([O-:17])=[O:16])[CH:13]=[CH:14][C:6]=2[O:5]1.[CH3:21][O:22][C:23]1[CH:28]=[CH:27][CH:26]=[CH:25][C:24]=1[NH:29][CH2:30][C:31]1[NH:32][CH:33]=[CH:34][N:35]=1. No catalyst specified. The product is [CH3:1][O:2][CH:3]([O:19][CH3:20])[C@:4]1([CH3:18])[C@@H:9]([OH:10])[C@H:8]([N:29]([C:24]2[CH:25]=[CH:26][CH:27]=[CH:28][C:23]=2[O:22][CH3:21])[CH2:30][C:31]2[NH:35][CH:34]=[CH:33][N:32]=2)[C:7]2[CH:11]=[C:12]([N+:15]([O-:17])=[O:16])[CH:13]=[CH:14][C:6]=2[O:5]1. The yield is 0.580. (7) The reactants are [F:1][C:2]1[CH:7]=[C:6]([N:8]2[CH2:12][CH:11]([CH2:13][NH:14][C:15](=[O:17])[CH3:16])[O:10][C:9]2=[O:18])[CH:5]=[CH:4][C:3]=1[C:19]1[CH:24]=[CH:23][C:22]([CH2:25][NH:26][CH2:27][C:28]2[N:29]=[N:30][NH:31][CH:32]=2)=[CH:21][CH:20]=1.[BrH:33].C(O)(C)C. The catalyst is CO.ClCCl. The product is [BrH:33].[F:1][C:2]1[CH:7]=[C:6]([N:8]2[CH2:12][C@H:11]([CH2:13][NH:14][C:15](=[O:17])[CH3:16])[O:10][C:9]2=[O:18])[CH:5]=[CH:4][C:3]=1[C:19]1[CH:24]=[CH:23][C:22]([CH2:25][NH:26][CH2:27][C:28]2[NH:29][N:30]=[N:31][CH:32]=2)=[CH:21][CH:20]=1. The yield is 0.980. (8) The reactants are [F:1][C:2]1[CH:7]=[CH:6][C:5]([N:8]2[CH2:13][CH2:12][N:11]3[N:14]=[C:15]([CH2:17][OH:18])[CH:16]=[C:10]3[C:9]2=[O:19])=[CH:4][CH:3]=1.Cl[C:21]1[CH:26]=[CH:25][CH:24]=[CH:23][N:22]=1.C(=O)([O-])[O-].[Cs+].[Cs+].C1(C2C=CC=CC=2)C=CC=CC=1P(C(C)(C)C)C(C)(C)C. The catalyst is C1(C)C=CC=CC=1.C([O-])(=O)C.[Pd+2].C([O-])(=O)C. The product is [F:1][C:2]1[CH:7]=[CH:6][C:5]([N:8]2[CH2:13][CH2:12][N:11]3[N:14]=[C:15]([CH2:17][O:18][C:21]4[CH:26]=[CH:25][CH:24]=[CH:23][N:22]=4)[CH:16]=[C:10]3[C:9]2=[O:19])=[CH:4][CH:3]=1. The yield is 0.650.